This data is from Forward reaction prediction with 1.9M reactions from USPTO patents (1976-2016). The task is: Predict the product of the given reaction. (1) Given the reactants [CH2:1]1[C:5]2([CH2:10][CH2:9][NH:8][CH2:7][CH2:6]2)[CH2:4][CH2:3][O:2]1.F[C:12]1[CH:19]=[CH:18][C:17]([C:20]2[N:25]=[C:24]([NH:26][C:27]3[CH:32]=[CH:31][C:30]([N:33]4[CH2:38][CH2:37][N:36]([CH:39]5[CH2:42][O:41][CH2:40]5)[CH2:35][CH2:34]4)=[CH:29][CH:28]=3)[N:23]=[CH:22][N:21]=2)=[CH:16][C:13]=1[C:14]#[N:15], predict the reaction product. The product is: [O:41]1[CH2:40][CH:39]([N:36]2[CH2:37][CH2:38][N:33]([C:30]3[CH:29]=[CH:28][C:27]([NH:26][C:24]4[N:23]=[CH:22][N:21]=[C:20]([C:17]5[CH:18]=[CH:19][C:12]([N:8]6[CH2:9][CH2:10][C:5]7([CH2:1][O:2][CH2:3][CH2:4]7)[CH2:6][CH2:7]6)=[C:13]([CH:16]=5)[C:14]#[N:15])[N:25]=4)=[CH:32][CH:31]=3)[CH2:34][CH2:35]2)[CH2:42]1. (2) Given the reactants CCN(C(C)C)C(C)C.[CH3:10][C@H:11]1[C@@:50]2([OH:52])[O:51][C@H:14]([CH2:15][C@H:16]([O:76][CH3:77])[C:17]([CH3:75])=[CH:18][CH:19]=[CH:20][CH:21]=[CH:22][C@@H:23]([CH3:74])[CH2:24][C@@H:25]([CH3:73])[C:26]([C@H:28]([O:71][CH3:72])[C@H:29]([OH:70])[C:30]([CH3:69])=[CH:31][C@@H:32]([CH3:68])[C:33]([CH2:35][C@@H:36]([C@@H:53]([CH2:55][C@H:56]3[CH2:61][C@@H:60]([O:62][CH3:63])[C@H:59]([O:64][CH2:65][CH2:66][OH:67])[CH2:58][CH2:57]3)[CH3:54])[O:37][C:38]([C@H:40]3[N:45]([C:46]([C:48]2=[O:49])=[O:47])[CH2:44][CH2:43][CH2:42][CH2:41]3)=[O:39])=[O:34])=[O:27])[CH2:13][CH2:12]1.C(=O)([O-])[O-].C(#N)C, predict the reaction product. The product is: [CH3:10][C@H:11]1[C@@:50]2([OH:52])[O:51][C@H:14]([CH2:15][C@H:16]([O:76][CH3:77])[C:17]([CH3:75])=[CH:18][CH:19]=[CH:20][CH:21]=[CH:22][C@@H:23]([CH3:74])[CH2:24][C@@H:25]([CH3:73])[C:26]([C@H:28]([O:71][CH3:72])[C@H:29]([OH:70])[C:30]([CH3:69])=[CH:31][C@@H:32]([CH3:68])[C:33]([CH2:35][C@@H:36]([C@@H:53]([CH2:55][C@H:56]3[CH2:61][C@@H:60]([O:62][CH3:63])[C@H:59]([O:64][CH2:65][CH2:66][OH:67])[CH2:58][CH2:57]3)[CH3:54])[O:37][C:38]([C@H:40]3[N:45]([C:46]([C:48]2=[O:49])=[O:47])[CH2:44][CH2:43][CH2:42][CH2:41]3)=[O:39])=[O:34])=[O:27])[CH2:13][CH2:12]1. (3) Given the reactants [CH2:1]([O:3][CH2:4][C:5]1[N:6]([CH2:24][CH2:25][CH2:26][O:27][CH:28]([CH3:30])[CH3:29])[C:7]2[C:16]3[CH:15]=[CH:14][C:13]([N:17]4[CH2:22][CH2:21][O:20][CH2:19][CH2:18]4)=[CH:12][C:11]=3[N:10]=[CH:9][C:8]=2[N:23]=1)[CH3:2].C(#N)C1C=CC=CC=1.C(=O)(O)[O-:40].[Na+].OO, predict the reaction product. The product is: [CH2:1]([O:3][CH2:4][C:5]1[N:6]([CH2:24][CH2:25][CH2:26][O:27][CH:28]([CH3:29])[CH3:30])[C:7]2[C:16]3[CH:15]=[CH:14][C:13]([N:17]4[CH2:22][CH2:21][O:20][CH2:19][CH2:18]4)=[CH:12][C:11]=3[N+:10]([O-:40])=[CH:9][C:8]=2[N:23]=1)[CH3:2]. (4) Given the reactants [O:1]=[C:2]1[C:11]([CH:12]2[CH2:17][CH2:16][N:15]([C:18]([O:20][CH:21]([C:36]3[N:37]([CH2:41][C:42]4[CH:47]=[C:46]([F:48])[CH:45]=[C:44]([F:49])[CH:43]=4)[CH:38]=[CH:39][N:40]=3)[CH2:22][C:23]3[CH:31]=[C:30]([CH3:32])[C:29]4[C:25](=[CH:26][N:27](COC)[N:28]=4)[CH:24]=3)=[O:19])[CH2:14][CH2:13]2)=[CH:10][C:9]2[C:4](=[CH:5][CH:6]=[CH:7][CH:8]=2)[NH:3]1.C(Cl)(=O)C, predict the reaction product. The product is: [O:1]=[C:2]1[C:11]([CH:12]2[CH2:13][CH2:14][N:15]([C:18]([O:20][C@@H:21]([C:36]3[N:37]([CH2:41][C:42]4[CH:47]=[C:46]([F:48])[CH:45]=[C:44]([F:49])[CH:43]=4)[CH:38]=[CH:39][N:40]=3)[CH2:22][C:23]3[CH:24]=[C:25]4[C:29](=[C:30]([CH3:32])[CH:31]=3)[NH:28][N:27]=[CH:26]4)=[O:19])[CH2:16][CH2:17]2)=[CH:10][C:9]2[C:4](=[CH:5][CH:6]=[CH:7][CH:8]=2)[NH:3]1. (5) Given the reactants Cl[C:2]1[CH:7]=[CH:6][C:5]([C:8]2[C:17]3[C:12](=[CH:13][C:14]([S:18]([NH:21][C:22]4[CH:27]=[CH:26][N:25]=[CH:24][N:23]=4)(=[O:20])=[O:19])=[CH:15][CH:16]=3)[CH:11]=[CH:10][N:9]=2)=[C:4]([O:28][CH3:29])[CH:3]=1.C1(P(C2CCCCC2)C2C=CC=CC=2C2C(OC)=CC=CC=2OC)CCCCC1.[I-].[CH2:60]([Zn+])[C:61]([CH3:64])([CH3:63])[CH3:62], predict the reaction product. The product is: [CH3:29][O:28][C:4]1[CH:3]=[C:2]([CH2:60][C:61]([CH3:64])([CH3:63])[CH3:62])[CH:7]=[CH:6][C:5]=1[C:8]1[C:17]2[C:12](=[CH:13][C:14]([S:18]([NH:21][C:22]3[CH:27]=[CH:26][N:25]=[CH:24][N:23]=3)(=[O:20])=[O:19])=[CH:15][CH:16]=2)[CH:11]=[CH:10][N:9]=1.